This data is from Forward reaction prediction with 1.9M reactions from USPTO patents (1976-2016). The task is: Predict the product of the given reaction. (1) Given the reactants [CH3:1][C:2]1([C:7]2[CH:8]=[C:9]([O:13][CH2:14][O:15][CH3:16])[CH:10]=[CH:11][CH:12]=2)[O:6][CH2:5][CH2:4][O:3]1.C([Li])(C)(C)C.[C:22](=[O:24])=[O:23], predict the reaction product. The product is: [CH3:1][C:2]1([C:7]2[CH:12]=[CH:11][C:10]([C:22]([OH:24])=[O:23])=[C:9]([O:13][CH2:14][O:15][CH3:16])[CH:8]=2)[O:6][CH2:5][CH2:4][O:3]1. (2) Given the reactants C(Cl)(Cl)=O.C1(C)C=CC=CC=1.N1CCCC1.CCOP(O)N(C(C)C)C(C)C.[Cl:29][C:30]1[CH:35]=[CH:34][CH:33]=[C:32]([Cl:36])[C:31]=1[C:37]1[NH:38][C:39]2[CH:45]=[C:44]([C:46]([NH:48][NH2:49])=[O:47])[CH:43]=[CH:42][C:40]=2[N:41]=1.[CH3:50][CH2:51][N+:52](S(N=C(OC)[O-])(=O)=O)([CH2:55][CH3:56])[CH2:53]C, predict the reaction product. The product is: [Cl:29][C:30]1[CH:35]=[CH:34][CH:33]=[C:32]([Cl:36])[C:31]=1[C:37]1[NH:38][C:39]2[CH:45]=[C:44]([C:46]3[O:47][C:53]([N:52]4[CH2:55][CH2:56][CH2:50][CH2:51]4)=[N:49][N:48]=3)[CH:43]=[CH:42][C:40]=2[N:41]=1.